Dataset: Drug-target binding data from BindingDB using IC50 measurements. Task: Regression. Given a target protein amino acid sequence and a drug SMILES string, predict the binding affinity score between them. We predict pIC50 (pIC50 = -log10(IC50 in M); higher means more potent). Dataset: bindingdb_ic50. (1) The compound is Cc1ccc(-c2nc(=O)s[nH]2)cc1. The target protein (P52270) has sequence MASKPQPIAAANWKCNGSESLLVPLIETLNAATFDHDVQCVVAPTFLHIPMTKARLTNPKFQIAAQNAITRSGAFTGEVSLQILKDYGISWVVLGHSERRLYYGETNEIVAEKVAQACAAGFHVIVCVGETNEEREAGRTAAVVLTQLAAVAQKLSKEAWSRVVIAYEPVWAIGTGKVATPQQAQEVHELLRRWVRSKLGTDIAAQLRILYGGSVTAKNARTLYQMRDINGFLVGGASLKPEFVEIIEATK. The pIC50 is 5.5. (2) The small molecule is CCC(C(=O)O)c1ccc(CC(C)C)cc1. The target protein (O35240) has sequence MKPRSGLEEAQRRQASDIRVFASSCTMHGLGHIFGPGGLTLRRGLWATAVLLSLAAFLYQVAERVRYYGEFHHKTTLDERESHQLTFPAVTLCNINPLRRSRLTPNDLHWAGTALLGLDPAEHAAYLRALGQPPAPPGFMPSPTFDMAQLYARAGHSLEDMLLDCRYRGQPCGPENFTVIFTRMGQCYTFNSGAHGAELLTTPKGGAGNGLEIMLDVQQEEYLPIWKDMEETPFEVGIRVQIHSQDEPPAIDQLGFGAAPGHQTFVSCQQQQLSFLPPPWGDCNTASLDPDDFDPEPSDPLGSPRPRPSPPYSLIGCRLACESRYVARKCGCRMMHMPGNSPVCSPQQYKDCASPALDAMLRKDTCVCPNPCATTRYAKELSMVRIPSRASARYLARKYNRSESYITENVLVLDIFFEALNYEAVEQKAAYEVSELLGDIGGQMGLFIGASLLTILEILDYLCEVFQDRVLGYFWNRRSAQKRSGNTLLQEELNGHRTHV.... The pIC50 is 3.5. (3) The drug is O=C([O-])C1(C(=O)[O-])Oc2cc3c(cc2O1)C[C@@H](NC[C@H](O)c1cccc(Cl)c1)CCC3. The target protein (P26255) has sequence MAPWPHKNGSLAFWSDAPTLDPSAANTSGLPGVPWAAALAGALLALATVGGNLLVITAIARTPRLQTITNVFVTSLATADLVVGLLVMPPGATLALTGHWPLGATGCELWTSVDVLCVTASIETLCALAVDRYLAVTNPLRYGTLVTKRRARAAVVLVWIVSATVSFAPIMSQWWRVGADAEAQECHSNPRCCSFASNMPYALLSSSVSFYLPLLVMLFVYARVFVVAKRQRRLLRRELGRFPPEESPRSPSRSPSPATVGTPTASDGVPSCGRRPARLLPLGEHRALRTLGLIMGIFSLCWLPFFLANVLRALVGPSLVPSGVFIALNWLGYANSAFNPLIYCRSPDFRDAFRRLLCSYGGRGPEEPRVVTFPASPVASRQNSPLNRFDGYEGERPFPT. The pIC50 is 8.2.